This data is from Full USPTO retrosynthesis dataset with 1.9M reactions from patents (1976-2016). The task is: Predict the reactants needed to synthesize the given product. (1) Given the product [Cl:21][C:5]1[CH:6]=[C:1]([C:7]2[NH:8][C:9]3[CH:10]=[CH:11][CH:12]=[C:13]4[C:19](=[O:20])[NH:18][CH2:17][CH2:16][C:15]=2[C:14]=34)[CH:2]=[CH:3][CH:4]=1, predict the reactants needed to synthesize it. The reactants are: [C:1]1([C:7]2[NH:8][C:9]3[CH:10]=[CH:11][CH:12]=[C:13]4[C:19](=[O:20])[NH:18][CH2:17][CH2:16][C:15]=2[C:14]=34)[CH:6]=[CH:5][CH:4]=[CH:3][CH:2]=1.[Cl:21]C1C=C(B(O)O)C=CC=1. (2) Given the product [Br:1][C:2]1[C:3]([O:15][CH3:16])=[C:4]2[C:10]([CH2:13][N:30]([CH2:29][C:26]3[CH:25]=[CH:24][C:23]([C:21]4[CH:20]=[N:19][N:18]([CH3:17])[CH:22]=4)=[CH:28][CH:27]=3)[C:5]2=[O:7])=[CH:11][CH:12]=1, predict the reactants needed to synthesize it. The reactants are: [Br:1][C:2]1[C:3]([O:15][CH3:16])=[C:4]([C:10]([CH2:13]Br)=[CH:11][CH:12]=1)[C:5]([O:7]CC)=O.[CH3:17][N:18]1[CH:22]=[C:21]([C:23]2[CH:28]=[CH:27][C:26]([CH2:29][NH2:30])=[CH:25][CH:24]=2)[CH:20]=[N:19]1.C(=O)([O-])[O-].[K+].[K+].O. (3) Given the product [C:1]([O:5][C:6](=[O:29])/[CH:7]=[CH:8]/[C:9]1[N:14]=[C:13]([CH2:15][CH:16]([NH:20][C:21]([O:23][C:24]([CH3:27])([CH3:26])[CH3:25])=[O:22])[C:17]([OH:19])=[O:18])[CH:12]=[CH:11][C:10]=1[F:28])([CH3:4])([CH3:2])[CH3:3], predict the reactants needed to synthesize it. The reactants are: [C:1]([O:5][C:6](=[O:29])[CH2:7][CH2:8][C:9]1[N:14]=[C:13]([CH2:15][CH:16]([NH:20][C:21]([O:23][C:24]([CH3:27])([CH3:26])[CH3:25])=[O:22])[C:17]([OH:19])=[O:18])[CH:12]=[CH:11][C:10]=1[F:28])([CH3:4])([CH3:3])[CH3:2].[Li+].[OH-].Cl. (4) Given the product [OH:30][C:31]1[CH:36]=[C:35]([C:2]2[CH:10]3[CH:5]([N:6]=[CH:7][N:8]=[C:9]3[NH:11][CH3:12])[N:4]([CH2:13][CH2:14][C:15]([O:17][C:18]([CH3:21])([CH3:20])[CH3:19])=[O:16])[CH:3]=2)[CH:34]=[CH:33][CH:32]=1, predict the reactants needed to synthesize it. The reactants are: I[C:2]1[CH:10]2[CH:5]([N:6]=[CH:7][N:8]=[C:9]2[NH:11][CH3:12])[N:4]([CH2:13][CH2:14][C:15]([O:17][C:18]([CH3:21])([CH3:20])[CH3:19])=[O:16])[CH:3]=1.COC(O)C(O)OC.[OH:30][C:31]1[CH:32]=[C:33](B(O)O)[CH:34]=[CH:35][CH:36]=1.C(=O)([O-])[O-].[Na+].[Na+]. (5) Given the product [CH3:33][O:32][C:27]1[CH:28]=[CH:29][CH:30]=[CH:31][C:26]=1[CH2:25][N:20]1[CH2:19][CH2:18][N:17]([C:5]2[N:4]=[C:3]([N:2]([CH3:1])[CH3:23])[CH:8]=[C:7]([NH:9][C:10]3[CH:11]=[CH:12][C:13]([CH3:16])=[CH:14][CH:15]=3)[N:6]=2)[CH2:22][CH2:21]1, predict the reactants needed to synthesize it. The reactants are: [CH3:1][N:2]([CH3:23])[C:3]1[CH:8]=[C:7]([NH:9][C:10]2[CH:15]=[CH:14][C:13]([CH3:16])=[CH:12][CH:11]=2)[N:6]=[C:5]([N:17]2[CH2:22][CH2:21][NH:20][CH2:19][CH2:18]2)[N:4]=1.Cl[CH2:25][C:26]1[CH:31]=[CH:30][CH:29]=[CH:28][C:27]=1[O:32][CH3:33].C([O-])(O)=O.[Na+]. (6) Given the product [CH2:57]([O:64][C:65](=[O:78])[CH2:66][CH:67]([NH:77][C:26]([CH:23]1[N:20]2[C:21](=[O:22])[CH:14]([NH:13][C:11]([C:2]3[CH:3]=[CH:4][C:5]4[C:10](=[CH:9][CH:8]=[CH:7][CH:6]=4)[CH:1]=3)=[O:12])[CH2:15][CH:16]=[CH:17][CH2:18][CH:19]2[CH2:25][CH2:24]1)=[O:27])[CH2:68][O:69][Si:70]([C:73]([CH3:74])([CH3:75])[CH3:76])([CH3:72])[CH3:71])[C:58]1[CH:59]=[CH:60][CH:61]=[CH:62][CH:63]=1, predict the reactants needed to synthesize it. The reactants are: [CH:1]1[C:10]2[C:5](=[CH:6][CH:7]=[CH:8][CH:9]=2)[CH:4]=[CH:3][C:2]=1[C:11]([NH:13][CH:14]1[C:21](=[O:22])[N:20]2[CH:23]([C:26](O)=[O:27])[CH2:24][CH2:25][CH:19]2[CH2:18][CH:17]=[CH:16][CH2:15]1)=[O:12].CCN=C=NCCCN(C)C.C1C=CC2N(O)N=NC=2C=1.CN1CCOCC1.[CH2:57]([O:64][C:65](=[O:78])[CH2:66][CH:67]([NH2:77])[CH2:68][O:69][Si:70]([C:73]([CH3:76])([CH3:75])[CH3:74])([CH3:72])[CH3:71])[C:58]1[CH:63]=[CH:62][CH:61]=[CH:60][CH:59]=1. (7) Given the product [CH3:6][C:2]1([CH3:1])[C:3](=[O:5])[C:13]2[C:12]([CH3:14])=[CH:11][C:10]([CH3:15])=[C:9]([CH3:16])[C:8]=2[O:7]1, predict the reactants needed to synthesize it. The reactants are: [CH3:1][C:2]([O:7][C:8]1[CH:13]=[C:12]([CH3:14])[CH:11]=[C:10]([CH3:15])[C:9]=1[CH3:16])([CH3:6])[C:3]([OH:5])=O.